From a dataset of Catalyst prediction with 721,799 reactions and 888 catalyst types from USPTO. Predict which catalyst facilitates the given reaction. (1) Reactant: [N:1]1([NH2:11])[C:10]2[C:5](=[CH:6][CH:7]=[CH:8][CH:9]=2)[CH2:4][CH2:3][CH2:2]1.O=[C:13]1[CH2:19][CH2:18][CH2:17][N:16]([C:20]([O:22][CH2:23][C:24]2[CH:29]=[CH:28][CH:27]=[CH:26][CH:25]=2)=[O:21])[CH2:15][CH2:14]1.C(O)(=O)C. Product: [N:1]1([N:11]=[C:13]2[CH2:19][CH2:18][CH2:17][N:16]([C:20]([O:22][CH2:23][C:24]3[CH:25]=[CH:26][CH:27]=[CH:28][CH:29]=3)=[O:21])[CH2:15][CH2:14]2)[C:10]2[C:5](=[CH:6][CH:7]=[CH:8][CH:9]=2)[CH2:4][CH2:3][CH2:2]1. The catalyst class is: 8. (2) Reactant: [Br:1][C:2]1[CH:8]=[CH:7][C:5]([NH2:6])=[CH:4][CH:3]=1.[Br:9][CH:10]([CH2:14][CH2:15][Br:16])[C:11](Cl)=[O:12].Cl. Product: [Br:9][CH:10]([CH2:14][CH2:15][Br:16])[C:11]([NH:6][C:5]1[CH:7]=[CH:8][C:2]([Br:1])=[CH:3][CH:4]=1)=[O:12]. The catalyst class is: 236. (3) Reactant: [CH3:1][C@H:2]1[CH2:7][C@@H:6]([OH:8])[C@H:5]([CH:9]([CH3:11])[CH3:10])[CH2:4][CH2:3]1.[C:12](Cl)(=[O:16])[C:13]([CH3:15])=[CH2:14].C(N(CC)CC)C. Product: [CH3:15][C:13](=[CH2:14])[C:12]([O:8][C@@H:6]1[CH2:7][C@H:2]([CH3:1])[CH2:3][CH2:4][C@H:5]1[CH:9]([CH3:11])[CH3:10])=[O:16]. The catalyst class is: 4. (4) Reactant: [Li]C(C)(C)C.Br[C:7]1[CH:8]=[C:9]([CH:18]=[C:19]([F:21])[CH:20]=1)[O:10][Si](C(C)(C)C)(C)C.[CH3:22][N:23]([CH2:25][CH:26]1[CH2:32][CH2:31][CH:30]2[CH:28]([CH2:29]2)[C:27]1=[O:33])[CH3:24].CCCC[N+](CCCC)(CCCC)CCCC.[F-]. Product: [CH3:24][N:23]([CH2:25][CH:26]1[CH2:32][CH2:31][CH:30]2[CH:28]([CH2:29]2)[C:27]1([C:7]1[CH:8]=[C:9]([OH:10])[CH:18]=[C:19]([F:21])[CH:20]=1)[OH:33])[CH3:22]. The catalyst class is: 76. (5) Reactant: [F:1][C:2]([F:13])([F:12])[O:3][C:4]1[CH:11]=[CH:10][C:7]([CH:8]=O)=[CH:6][CH:5]=1.[CH3:14][C:15]1([CH3:23])[O:22][C:20](=[O:21])[CH2:19][C:17](=[O:18])[O:16]1.C([O-])(=O)C.[NH2+]1CCCCC1.[Na].Cl. Product: [CH3:14][C:15]1([CH3:23])[O:22][C:20](=[O:21])[CH:19]([CH2:8][C:7]2[CH:10]=[CH:11][C:4]([O:3][C:2]([F:13])([F:12])[F:1])=[CH:5][CH:6]=2)[C:17](=[O:18])[O:16]1. The catalyst class is: 8. (6) Reactant: [C:1]([O:5][C:6](=[O:28])[NH:7][C:8]1([C:12]2[CH:17]=[CH:16][C:15]([C:18](=O)[CH:19](Br)[C:20]3[CH:25]=[CH:24][CH:23]=[CH:22][CH:21]=3)=[CH:14][CH:13]=2)[CH2:11][CH2:10][CH2:9]1)([CH3:4])([CH3:3])[CH3:2].[NH2:29][C:30]1[CH:35]=[C:34]([C:36]#[N:37])[CH:33]=[CH:32][N:31]=1. Product: [C:1]([O:5][C:6](=[O:28])[NH:7][C:8]1([C:12]2[CH:17]=[CH:16][C:15]([C:18]3[N:29]=[C:30]4[CH:35]=[C:34]([C:36]#[N:37])[CH:33]=[CH:32][N:31]4[C:19]=3[C:20]3[CH:25]=[CH:24][CH:23]=[CH:22][CH:21]=3)=[CH:14][CH:13]=2)[CH2:11][CH2:10][CH2:9]1)([CH3:4])([CH3:3])[CH3:2]. The catalyst class is: 8.